This data is from Forward reaction prediction with 1.9M reactions from USPTO patents (1976-2016). The task is: Predict the product of the given reaction. (1) Given the reactants [CH2:1]([C:3]1[C:8](=[O:9])[NH:7][C:6]([CH3:10])=[C:5]([C:11]2[CH:12]=[N:13][CH:14]=[C:15]([C:17]([OH:19])=O)[CH:16]=2)[CH:4]=1)[CH3:2].[CH3:20][C:21]1[N:26]=[CH:25][C:24]([CH:27]([NH2:30])[CH2:28][CH3:29])=[CH:23][CH:22]=1, predict the reaction product. The product is: [CH3:20][C:21]1[N:26]=[CH:25][C:24]([CH:27]([NH:30][C:17]([C:15]2[CH:16]=[C:11]([C:5]3[CH:4]=[C:3]([CH2:1][CH3:2])[C:8](=[O:9])[NH:7][C:6]=3[CH3:10])[CH:12]=[N:13][CH:14]=2)=[O:19])[CH2:28][CH3:29])=[CH:23][CH:22]=1. (2) Given the reactants Br[C:2]1[C:3]([F:28])=[C:4]([N:8]2[CH:13]=[C:12]([O:14][CH3:15])[C:11](=[O:16])[C:10]([C:17]3[N:21]([C:22]4[CH:27]=[CH:26][CH:25]=[CH:24][CH:23]=4)[N:20]=[CH:19][CH:18]=3)=[N:9]2)[CH:5]=[CH:6][CH:7]=1.Cl.[F:30][C:31]([F:38])([F:37])[CH:32]1[CH2:36][CH2:35][NH:34][CH2:33]1.O(C(C)(C)C)[Na].CC1(C)C2C(=C(P(C3C=CC=CC=3)C3C=CC=CC=3)C=CC=2)OC2C(P(C3C=CC=CC=3)C3C=CC=CC=3)=CC=CC1=2, predict the reaction product. The product is: [F:28][C:3]1[C:2]([N:34]2[CH2:35][CH2:36][CH:32]([C:31]([F:38])([F:37])[F:30])[CH2:33]2)=[CH:7][CH:6]=[CH:5][C:4]=1[N:8]1[CH:13]=[C:12]([O:14][CH3:15])[C:11](=[O:16])[C:10]([C:17]2[N:21]([C:22]3[CH:27]=[CH:26][CH:25]=[CH:24][CH:23]=3)[N:20]=[CH:19][CH:18]=2)=[N:9]1. (3) Given the reactants [CH3:1][CH:2]([CH3:9])[CH2:3][C:4](=[O:8])[C:5]([OH:7])=[O:6].[CH:10]1[CH:15]=C[NH+]=CC=1.[Br:16][Br-]Br, predict the reaction product. The product is: [Br:16][CH:3]([CH:2]([CH3:9])[CH3:1])[C:4](=[O:8])[C:5]([O:7][CH2:15][CH3:10])=[O:6]. (4) Given the reactants [NH2:1][C:2]1[CH:7]=[C:6]([O:8][C:9]2[C:14]([F:15])=[CH:13][C:12]([NH:16][C:17]([C:19]3[C:20](=[O:32])[N:21]([C:26]4[CH:31]=[CH:30][CH:29]=[CH:28][CH:27]=4)[N:22]([CH3:25])[C:23]=3[CH3:24])=[O:18])=[C:11]([F:33])[CH:10]=2)[CH:5]=[CH:4][N:3]=1.CCN(CC)CC.[O:41](C(C)=O)[C:42]([CH3:44])=O, predict the reaction product. The product is: [C:42]([NH:1][C:2]1[CH:7]=[C:6]([O:8][C:9]2[C:14]([F:15])=[CH:13][C:12]([NH:16][C:17]([C:19]3[C:20](=[O:32])[N:21]([C:26]4[CH:27]=[CH:28][CH:29]=[CH:30][CH:31]=4)[N:22]([CH3:25])[C:23]=3[CH3:24])=[O:18])=[C:11]([F:33])[CH:10]=2)[CH:5]=[CH:4][N:3]=1)(=[O:41])[CH3:44]. (5) Given the reactants [OH:1][C:2]1[C:3]([C:13](=[O:15])[CH3:14])=[CH:4][C:5]([CH3:12])=[C:6]2[C:11]=1[N:10]=[CH:9][CH:8]=[CH:7]2.C(N(CC)CC)C.[F:23][C:24]([F:37])([F:36])[S:25](O[S:25]([C:24]([F:37])([F:36])[F:23])(=[O:27])=[O:26])(=[O:27])=[O:26], predict the reaction product. The product is: [F:23][C:24]([F:37])([F:36])[S:25]([O:1][C:2]1[C:3]([C:13](=[O:15])[CH3:14])=[CH:4][C:5]([CH3:12])=[C:6]2[C:11]=1[N:10]=[CH:9][CH:8]=[CH:7]2)(=[O:27])=[O:26]. (6) Given the reactants [CH2:1]([C:3]1([CH2:6][CH3:7])[CH2:5][O:4]1)[CH3:2].[NH2:8][C:9]1[CH:10]=[C:11]([CH2:15][CH2:16][CH2:17][N:18]2[C:26](=[O:27])[C:25]3[C:20](=[CH:21][CH:22]=[CH:23][CH:24]=3)[C:19]2=[O:28])[CH:12]=[CH:13][CH:14]=1, predict the reaction product. The product is: [CH2:1]([C:3]([OH:4])([CH2:6][CH3:7])[CH2:5][NH:8][C:9]1[CH:10]=[C:11]([CH2:15][CH2:16][CH2:17][N:18]2[C:26](=[O:27])[C:25]3[C:20](=[CH:21][CH:22]=[CH:23][CH:24]=3)[C:19]2=[O:28])[CH:12]=[CH:13][CH:14]=1)[CH3:2]. (7) Given the reactants Br[C:2]1[CH:35]=[CH:34][C:5]([CH2:6][C:7]2[N:8]([C:20]3[CH:25]=[CH:24][C:23]([N:26]4[S:30](=[O:32])(=[O:31])[NH:29][C:28](=[O:33])[CH2:27]4)=[CH:22][CH:21]=3)[CH:9]=[C:10]([C:12]3[CH:17]=[CH:16][C:15]([Cl:18])=[CH:14][C:13]=3[Cl:19])[N:11]=2)=[CH:4][CH:3]=1.[C:36]1([CH:42]2[CH2:47][CH2:46][NH:45][CH2:44][CH2:43]2)[CH:41]=[CH:40][CH:39]=[CH:38][CH:37]=1, predict the reaction product. The product is: [Cl:19][C:13]1[CH:14]=[C:15]([Cl:18])[CH:16]=[CH:17][C:12]=1[C:10]1[N:11]=[C:7]([CH2:6][C:5]2[CH:34]=[CH:35][C:2]([N:45]3[CH2:46][CH2:47][CH:42]([C:36]4[CH:41]=[CH:40][CH:39]=[CH:38][CH:37]=4)[CH2:43][CH2:44]3)=[CH:3][CH:4]=2)[N:8]([C:20]2[CH:25]=[CH:24][C:23]([N:26]3[S:30](=[O:32])(=[O:31])[NH:29][C:28](=[O:33])[CH2:27]3)=[CH:22][CH:21]=2)[CH:9]=1. (8) The product is: [ClH:1].[F:2][C:3]1[CH:4]=[C:5]([CH:31]=[CH:32][C:33]=1[OH:34])[CH2:6][C@H:7]([NH:27][C:28](=[O:30])[CH3:29])[C@H:8]([OH:26])[CH2:9][NH:10][C:11]1([C:17]2[CH:22]=[CH:21][CH:20]=[C:19]([CH:23]([CH3:25])[CH3:24])[CH:18]=2)[CH2:16][CH2:15][CH2:14][CH2:13][CH2:12]1. Given the reactants [ClH:1].[F:2][C:3]1[CH:4]=[C:5]([CH:31]=[CH:32][C:33]=1[O:34]CC1C=CC=CC=1)[CH2:6][C@H:7]([NH:27][C:28](=[O:30])[CH3:29])[C@H:8]([OH:26])[CH2:9][NH:10][C:11]1([C:17]2[CH:22]=[CH:21][CH:20]=[C:19]([CH:23]([CH3:25])[CH3:24])[CH:18]=2)[CH2:16][CH2:15][CH2:14][CH2:13][CH2:12]1, predict the reaction product. (9) Given the reactants [CH3:1][N:2]([CH3:19])[C:3]([CH2:5][CH2:6][N:7](C)[C:8](=O)OCC1C=CC=CC=1)=[O:4], predict the reaction product. The product is: [CH3:1][N:2]([CH3:19])[C:3](=[O:4])[CH2:5][CH2:6][NH:7][CH3:8].